Dataset: Catalyst prediction with 721,799 reactions and 888 catalyst types from USPTO. Task: Predict which catalyst facilitates the given reaction. (1) Reactant: [C:1]1([CH:11]([C:13]2[CH:18]=[CH:17][CH:16]=[CH:15][C:14]=2[N+:19]([O-])=O)[OH:12])[C:10]2[C:5](=[CH:6][CH:7]=[CH:8][CH:9]=2)[CH:4]=[CH:3][CH:2]=1. Product: [NH2:19][C:14]1[CH:15]=[CH:16][CH:17]=[CH:18][C:13]=1[CH:11]([C:1]1[C:10]2[C:5](=[CH:6][CH:7]=[CH:8][CH:9]=2)[CH:4]=[CH:3][CH:2]=1)[OH:12]. The catalyst class is: 105. (2) Reactant: [Cl:1][C:2]1[CH:3]=[N:4][C:5]2[CH2:6][CH2:7][CH2:8][C:9]=2[CH:10]=1.[OH:11]O. Product: [Cl:1][C:2]1[CH:3]=[N+:4]([O-:11])[C:5]2[CH2:6][CH2:7][CH2:8][C:9]=2[CH:10]=1. The catalyst class is: 15. (3) Reactant: [C:1]([O:5][C:6]([N:8]1[CH2:13][CH2:12][CH:11]([C:14]2[NH:18][NH:17][C:16](=[O:19])[C:15]=2[CH3:20])[CH2:10][CH2:9]1)=[O:7])([CH3:4])([CH3:3])[CH3:2].[N+](=[CH2:23])=[N-]. Product: [C:1]([O:5][C:6]([N:8]1[CH2:13][CH2:12][CH:11]([C:14]2[NH:18][N:17]=[C:16]([O:19][CH3:23])[C:15]=2[CH3:20])[CH2:10][CH2:9]1)=[O:7])([CH3:4])([CH3:2])[CH3:3]. The catalyst class is: 28. (4) Reactant: [C:1]([C:5]1[N:10]=[C:9]([N:11]2[CH2:16][CH2:15][N:14]([CH2:17][CH2:18][CH2:19][CH2:20][NH2:21])[CH2:13][CH2:12]2)[CH:8]=[C:7]([CH3:22])[N:6]=1)([CH3:4])([CH3:3])[CH3:2].C1N=CN([C:28](N2C=NC=C2)=[O:29])C=1.[NH:35]1[CH2:40][CH2:39][CH:38]([N:41]2[C:45]3[CH:46]=[CH:47][CH:48]=[CH:49][C:44]=3[NH:43][C:42]2=[O:50])[CH2:37][CH2:36]1. Product: [C:1]([C:5]1[N:10]=[C:9]([N:11]2[CH2:12][CH2:13][N:14]([CH2:17][CH2:18][CH2:19][CH2:20][NH:21][C:28]([N:35]3[CH2:36][CH2:37][CH:38]([N:41]4[C:45]5[CH:46]=[CH:47][CH:48]=[CH:49][C:44]=5[NH:43][C:42]4=[O:50])[CH2:39][CH2:40]3)=[O:29])[CH2:15][CH2:16]2)[CH:8]=[C:7]([CH3:22])[N:6]=1)([CH3:4])([CH3:3])[CH3:2]. The catalyst class is: 147. (5) The catalyst class is: 14. Product: [CH3:12][O:11][C:8]1[CH:9]=[CH:10][C:5]([C:3]2[N:20]=[C:17]3[CH:16]=[CH:15][C:14]([CH3:13])=[CH:19][N:18]3[CH:2]=2)=[CH:6][CH:7]=1. Reactant: Br[CH2:2][C:3]([C:5]1[CH:10]=[CH:9][C:8]([O:11][CH3:12])=[CH:7][CH:6]=1)=O.[CH3:13][C:14]1[CH:15]=[CH:16][C:17]([NH2:20])=[N:18][CH:19]=1.C(=O)([O-])[O-].[Na+].[Na+].